From a dataset of Forward reaction prediction with 1.9M reactions from USPTO patents (1976-2016). Predict the product of the given reaction. (1) Given the reactants [C:1]([O:4][C@H:5]1[C@H:10]([N:11]=[C:12]=[S:13])[C@@H:9]([O:14][C:15](=[O:17])[CH3:16])[C@H:8]([O:18][C:19](=[O:21])[CH3:20])[C@@H:7]([CH2:22][O:23][C:24](=[O:26])[CH3:25])[O:6]1)(=[O:3])[CH3:2].Cl.[CH2:28]([NH2:31])[CH2:29][CH3:30].C(N(CC)CC)C.C([O-])(O)=O.[Na+], predict the reaction product. The product is: [C:1]([O:4][C@H:5]1[C@H:10]([NH:11][C:12]([NH:31][CH2:28][CH2:29][CH3:30])=[S:13])[C@@H:9]([O:14][C:15](=[O:17])[CH3:16])[C@H:8]([O:18][C:19](=[O:21])[CH3:20])[C@@H:7]([CH2:22][O:23][C:24](=[O:26])[CH3:25])[O:6]1)(=[O:3])[CH3:2]. (2) Given the reactants [CH3:1][NH:2][C:3]1[CH2:7][S:6][C:5](=[O:8])[N:4]=1.CC(C)([O-])C.[K+].[CH:15]([C:17]1[C:18]([O:36][CH3:37])=[C:19]([CH:33]=[CH:34][CH:35]=1)[O:20][C:21]1[CH:28]=[CH:27][C:24]([C:25]#[N:26])=[CH:23][C:22]=1[C:29]([F:32])([F:31])[F:30])=O.[Cl-].[NH4+], predict the reaction product. The product is: [CH3:37][O:36][C:18]1[C:17](/[CH:15]=[C:7]2/[C:3]([NH:2][CH3:1])=[N:4][C:5](=[O:8])[S:6]/2)=[CH:35][CH:34]=[CH:33][C:19]=1[O:20][C:21]1[CH:28]=[CH:27][C:24]([C:25]#[N:26])=[CH:23][C:22]=1[C:29]([F:30])([F:32])[F:31]. (3) Given the reactants O(CCSCC1C=CC(C2C=CC=C(C(O)=O)C=2)=CC=1)C1C=CC=CC=1.C([O:29][C:30]([C:32]1[CH:37]=[CH:36][C:35]([C:38]2[CH:43]=[CH:42][CH:41]=[CH:40][C:39]=2[CH2:44][S:45][CH2:46][CH2:47][O:48][C:49]2[CH:54]=[CH:53][CH:52]=[CH:51][CH:50]=2)=[CH:34][CH:33]=1)=[O:31])C.[OH-].[Li+], predict the reaction product. The product is: [O:48]([CH2:47][CH2:46][S:45][CH2:44][C:39]1[CH:40]=[CH:41][CH:42]=[CH:43][C:38]=1[C:35]1[CH:34]=[CH:33][C:32]([C:30]([OH:31])=[O:29])=[CH:37][CH:36]=1)[C:49]1[CH:50]=[CH:51][CH:52]=[CH:53][CH:54]=1. (4) Given the reactants [NH2:1][C@@H:2]1[CH:7]2[CH2:8][CH2:9][N:4]([CH2:5][CH2:6]2)[CH2:3]1.[ClH:10].N1C=CC([C:16]([NH2:18])=[NH:17])=N1.CCN(C(C)C)C(C)C, predict the reaction product. The product is: [ClH:10].[N:4]12[CH2:9][CH2:8][CH:7]([CH2:6][CH2:5]1)[C@@H:2]([NH:1][C:16]([NH2:18])=[NH:17])[CH2:3]2. (5) Given the reactants [CH2:1]1[NH:6][CH2:5][CH2:4][N:3]2[C@@H:7]([CH2:11][OH:12])[CH2:8][CH2:9][CH2:10][C@@H:2]12.CCN(CC)CC.Cl[C:21]1[C:22]([C:27]#[N:28])=[N:23][CH:24]=[CH:25][N:26]=1, predict the reaction product. The product is: [OH:12][CH2:11][C@@H:7]1[N:3]2[CH2:4][CH2:5][N:6]([C:21]3[C:22]([C:27]#[N:28])=[N:23][CH:24]=[CH:25][N:26]=3)[CH2:1][C@@H:2]2[CH2:10][CH2:9][CH2:8]1. (6) Given the reactants ClC(Cl)(Cl)C(Cl)(Cl)Cl.C1(P(C2C=CC=CC=2)C2C=CC=CC=2)C=CC=CC=1.C(N(CC)CC)C.[CH2:35]([O:42][C:43]1[CH:58]=[CH:57][C:46]([C:47]([NH:49][C:50]2[CH:51]=[N:52][CH:53]=[CH:54][C:55]=2[OH:56])=O)=[CH:45][CH:44]=1)[C:36]1[CH:41]=[CH:40][CH:39]=[CH:38][CH:37]=1, predict the reaction product. The product is: [CH2:35]([O:42][C:43]1[CH:58]=[CH:57][C:46]([C:47]2[O:56][C:55]3[CH:54]=[CH:53][N:52]=[CH:51][C:50]=3[N:49]=2)=[CH:45][CH:44]=1)[C:36]1[CH:41]=[CH:40][CH:39]=[CH:38][CH:37]=1. (7) Given the reactants [NH:1]([C:5]1[CH:12]=[CH:11][C:8]([CH:9]=O)=[CH:7][CH:6]=1)[C:2]([CH3:4])=[O:3].[C:13](#[N:17])[CH2:14][C:15]#[N:16], predict the reaction product. The product is: [C:15]([C:14]([C:13]#[N:17])=[CH:9][C:8]1[CH:11]=[CH:12][C:5]([NH:1][C:2](=[O:3])[CH3:4])=[CH:6][CH:7]=1)#[N:16]. (8) Given the reactants [Li+].C[Si]([N-][Si](C)(C)C)(C)C.[Br:11][C:12]1[CH:13]=[C:14]([CH2:18][C:19]([O:21][CH2:22][C:23]2[CH:28]=[CH:27][C:26]([O:29][CH3:30])=[CH:25][CH:24]=2)=[O:20])[CH:15]=[CH:16][CH:17]=1.Br[CH:32]([C:34]1[CH:43]=[CH:42][C:37]([C:38]([O:40][CH3:41])=[O:39])=[CH:36][CH:35]=1)[CH3:33], predict the reaction product. The product is: [Br:11][C:12]1[CH:13]=[C:14]([CH:18]([C:19]([O:21][CH2:22][C:23]2[CH:24]=[CH:25][C:26]([O:29][CH3:30])=[CH:27][CH:28]=2)=[O:20])[CH:32]([C:34]2[CH:43]=[CH:42][C:37]([C:38]([O:40][CH3:41])=[O:39])=[CH:36][CH:35]=2)[CH3:33])[CH:15]=[CH:16][CH:17]=1. (9) Given the reactants I[C:2]1[CH:3]=[C:4]2[C:9](=[CH:10][CH:11]=1)[N:8]=[C:7]([CH2:12][OH:13])[CH:6]=[C:5]2[CH3:14].[Cl:15][C:16]1[CH:21]=[CH:20][C:19]([C:22]2[CH:23]=[CH:24][C:25]([C:28]#[CH:29])=[N:26][CH:27]=2)=[CH:18][CH:17]=1, predict the reaction product. The product is: [Cl:15][C:16]1[CH:17]=[CH:18][C:19]([C:22]2[CH:23]=[CH:24][C:25]([C:28]#[C:29][C:2]3[CH:3]=[C:4]4[C:9](=[CH:10][CH:11]=3)[N:8]=[C:7]([CH2:12][OH:13])[CH:6]=[C:5]4[CH3:14])=[N:26][CH:27]=2)=[CH:20][CH:21]=1.